This data is from Reaction yield outcomes from USPTO patents with 853,638 reactions. The task is: Predict the reaction yield, written as a fraction of the theoretical maximum amount of product (1.0 means a 100% yield; for example, 0.34 means a 34% yield). The reactants are [N+:1]([C:4]1[CH:13]=[C:12]2[C:7]([CH2:8][CH2:9][CH2:10][C:11]2=[O:14])=[CH:6][CH:5]=1)([O-:3])=[O:2].[N-:15]=[N+]=[N-].[Na+].S(=O)(=O)(O)O.[OH-].[NH4+]. The catalyst is C(O)(=O)C. The product is [N+:1]([C:4]1[CH:5]=[CH:6][C:7]2[CH2:8][CH2:9][CH2:10][NH:15][C:11](=[O:14])[C:12]=2[CH:13]=1)([O-:3])=[O:2]. The yield is 0.160.